Predict the product of the given reaction. From a dataset of Forward reaction prediction with 1.9M reactions from USPTO patents (1976-2016). (1) Given the reactants [Cl:1][C:2]1[CH:7]=[CH:6][C:5]([C:8]2[CH:13]=[CH:12][C:11]([CH3:14])=[CH:10][C:9]=2[C:15]([NH:17][C:18]2[CH:23]=[CH:22][C:21]([N:24]([CH2:32][CH2:33][C:34]3[N:35]=[CH:36][S:37][CH:38]=3)C(=O)OC(C)(C)C)=[CH:20][CH:19]=2)=[O:16])=[CH:4][CH:3]=1.FC(F)(F)C(O)=O, predict the reaction product. The product is: [Cl:1][C:2]1[CH:7]=[CH:6][C:5]([C:8]2[C:9]([C:15]([NH:17][C:18]3[CH:23]=[CH:22][C:21]([NH:24][CH2:32][CH2:33][C:34]4[N:35]=[CH:36][S:37][CH:38]=4)=[CH:20][CH:19]=3)=[O:16])=[CH:10][C:11]([CH3:14])=[CH:12][CH:13]=2)=[CH:4][CH:3]=1. (2) Given the reactants C([O:8][C:9]1[C:17]2[N:16]=[C:15]([CH3:18])[N:14]([CH3:19])[C:13]=2[CH:12]=[CH:11][CH:10]=1)C1C=CC=CC=1.[H][H], predict the reaction product. The product is: [CH3:19][N:14]1[C:13]2[CH2:12][CH2:11][CH2:10][C:9](=[O:8])[C:17]=2[N:16]=[C:15]1[CH3:18].